This data is from Forward reaction prediction with 1.9M reactions from USPTO patents (1976-2016). The task is: Predict the product of the given reaction. (1) Given the reactants C([C:4]1[CH:9]=[CH:8][C:7]([S:10]([N:13]([C:26]2[N:27]=[CH:28][C:29]3[C:34]([C:35]=2[CH3:36])=[CH:33][CH:32]=[CH:31][CH:30]=3)[CH2:14][C:15]2[CH:20]=[CH:19][C:18]([O:21][C:22]([F:25])([F:24])[F:23])=[CH:17][CH:16]=2)(=[O:12])=[O:11])=[CH:6][CH:5]=1)(=O)C.C[Mg]Br.Cl, predict the reaction product. The product is: [OH:21][C:18]([C:8]1[CH:9]=[CH:4][CH:5]=[CH:6][C:7]=1[S:10]([N:13]([C:26]1[N:27]=[CH:28][C:29]2[C:34]([C:35]=1[CH3:36])=[CH:33][CH:32]=[CH:31][CH:30]=2)[CH2:14][C:15]1[CH:20]=[CH:19][C:18]([O:21][C:22]([F:23])([F:25])[F:24])=[CH:17][CH:16]=1)(=[O:12])=[O:11])([CH3:19])[CH3:17]. (2) Given the reactants [CH2:1]([O:3][C:4](=[O:21])[CH2:5][CH:6]1[CH2:11][CH2:10][CH:9]([C:12]2[CH:17]=[CH:16][C:15]([C:18](=O)[CH3:19])=[CH:14][CH:13]=2)[CH2:8][CH2:7]1)[CH3:2].O.[C:23]([OH:27])(=O)[CH:24]=O.[OH-].[NH4+:29].[NH2:30]N, predict the reaction product. The product is: [CH2:1]([O:3][C:4](=[O:21])[CH2:5][CH:6]1[CH2:11][CH2:10][CH:9]([C:12]2[CH:17]=[CH:16][C:15]([C:18]3[CH:19]=[CH:24][C:23](=[O:27])[NH:30][N:29]=3)=[CH:14][CH:13]=2)[CH2:8][CH2:7]1)[CH3:2].